Dataset: Forward reaction prediction with 1.9M reactions from USPTO patents (1976-2016). Task: Predict the product of the given reaction. (1) Given the reactants Cl[C:2]1[N:7]=[C:6]([NH:8][CH:9]2[CH2:17][CH:16]3[N:12]([CH2:13][CH2:14][CH2:15]3)[C:11]([CH3:19])([CH3:18])[CH2:10]2)[C:5]([F:20])=[CH:4][N:3]=1.[O:21]1[CH2:25][CH2:24][C@@H:23]([O:26][C:27]2[CH:34]=[CH:33][C:32]([NH2:35])=[CH:31][C:28]=2[C:29]#[N:30])[CH2:22]1, predict the reaction product. The product is: [NH3:3].[CH3:22][OH:21].[O:21]1[CH2:25][CH2:24][C@@H:23]([O:26][C:27]2[CH:34]=[CH:33][C:32]([NH:35][C:2]3[N:7]=[C:6]([NH:8][CH:9]4[CH2:17][CH:16]5[N:12]([CH2:13][CH2:14][CH2:15]5)[C:11]([CH3:19])([CH3:18])[CH2:10]4)[C:5]([F:20])=[CH:4][N:3]=3)=[CH:31][C:28]=2[C:29]#[N:30])[CH2:22]1. (2) Given the reactants [Si:1]([O:8][C@@H:9]1[C@@H:13]([CH2:14][O:15][Si](C(C)(C)C)(C)C)[O:12][C@@H:11]([N:23]2[C:27]3[N:28]=[C:29]([F:33])[N:30]=[C:31]([NH2:32])[C:26]=3[CH:25]=[CH:24]2)[CH2:10]1)([C:4]([CH3:7])([CH3:6])[CH3:5])([CH3:3])[CH3:2].C(O)(C(F)(F)F)=O.C1(C)C=CC=CC=1.C([O-])(O)=O.[Na+], predict the reaction product. The product is: [NH2:32][C:31]1[C:26]2[CH:25]=[CH:24][N:23]([C@@H:11]3[O:12][C@H:13]([CH2:14][OH:15])[C@@H:9]([O:8][Si:1]([C:4]([CH3:7])([CH3:6])[CH3:5])([CH3:2])[CH3:3])[CH2:10]3)[C:27]=2[N:28]=[C:29]([F:33])[N:30]=1. (3) Given the reactants [N+:1]([C:4]1[CH:9]=[CH:8][C:7]([C@H:10]2[CH2:14][CH2:13][C@H:12]([C:15]3[CH:20]=[CH:19][C:18]([N+:21]([O-])=O)=[CH:17][CH:16]=3)[N:11]2[C:24]2[CH:29]=[CH:28][C:27]([N:30]3[CH2:35][CH2:34][O:33][CH2:32][CH2:31]3)=[CH:26][CH:25]=2)=[CH:6][CH:5]=1)([O-])=O.[H][H], predict the reaction product. The product is: [O:33]1[CH2:34][CH2:35][N:30]([C:27]2[CH:28]=[CH:29][C:24]([N:11]3[C@@H:12]([C:15]4[CH:20]=[CH:19][C:18]([NH2:21])=[CH:17][CH:16]=4)[CH2:13][CH2:14][C@@H:10]3[C:7]3[CH:6]=[CH:5][C:4]([NH2:1])=[CH:9][CH:8]=3)=[CH:25][CH:26]=2)[CH2:31][CH2:32]1.